The task is: Regression. Given a peptide amino acid sequence and an MHC pseudo amino acid sequence, predict their binding affinity value. This is MHC class I binding data.. This data is from Peptide-MHC class I binding affinity with 185,985 pairs from IEDB/IMGT. (1) The peptide sequence is TQDLFLPFY. The MHC is HLA-A02:01 with pseudo-sequence HLA-A02:01. The binding affinity (normalized) is 0.0847. (2) The peptide sequence is IRQVLFLEK. The MHC is Mamu-B03 with pseudo-sequence Mamu-B03. The binding affinity (normalized) is 0.635. (3) The MHC is HLA-A11:01 with pseudo-sequence HLA-A11:01. The binding affinity (normalized) is 0.543. The peptide sequence is SFGGASCCLY. (4) The peptide sequence is FLLALLSCLT. The MHC is HLA-A02:01 with pseudo-sequence HLA-A02:01. The binding affinity (normalized) is 0.582.